From a dataset of NCI-60 drug combinations with 297,098 pairs across 59 cell lines. Regression. Given two drug SMILES strings and cell line genomic features, predict the synergy score measuring deviation from expected non-interaction effect. (1) Drug 1: C1CN1C2=NC(=NC(=N2)N3CC3)N4CC4. Drug 2: C#CCC(CC1=CN=C2C(=N1)C(=NC(=N2)N)N)C3=CC=C(C=C3)C(=O)NC(CCC(=O)O)C(=O)O. Cell line: RXF 393. Synergy scores: CSS=10.4, Synergy_ZIP=-1.68, Synergy_Bliss=4.01, Synergy_Loewe=1.80, Synergy_HSA=1.86. (2) Drug 1: CNC(=O)C1=NC=CC(=C1)OC2=CC=C(C=C2)NC(=O)NC3=CC(=C(C=C3)Cl)C(F)(F)F. Drug 2: B(C(CC(C)C)NC(=O)C(CC1=CC=CC=C1)NC(=O)C2=NC=CN=C2)(O)O. Cell line: U251. Synergy scores: CSS=4.47, Synergy_ZIP=-1.34, Synergy_Bliss=-12.1, Synergy_Loewe=-41.1, Synergy_HSA=-13.3. (3) Drug 1: CN1CCC(CC1)COC2=C(C=C3C(=C2)N=CN=C3NC4=C(C=C(C=C4)Br)F)OC. Drug 2: C#CCC(CC1=CN=C2C(=N1)C(=NC(=N2)N)N)C3=CC=C(C=C3)C(=O)NC(CCC(=O)O)C(=O)O. Cell line: MCF7. Synergy scores: CSS=9.66, Synergy_ZIP=-1.86, Synergy_Bliss=3.84, Synergy_Loewe=3.90, Synergy_HSA=3.62. (4) Drug 1: C1C(C(OC1N2C=NC3=C2NC=NCC3O)CO)O. Drug 2: C(CCl)NC(=O)N(CCCl)N=O. Cell line: A549. Synergy scores: CSS=0.202, Synergy_ZIP=-0.525, Synergy_Bliss=-0.342, Synergy_Loewe=-0.266, Synergy_HSA=-0.750. (5) Drug 1: C1C(C(OC1N2C=C(C(=O)NC2=O)F)CO)O. Drug 2: CN1C(=O)N2C=NC(=C2N=N1)C(=O)N. Cell line: SNB-19. Synergy scores: CSS=17.6, Synergy_ZIP=-7.29, Synergy_Bliss=1.90, Synergy_Loewe=-27.0, Synergy_HSA=0.480. (6) Drug 1: C1=CN(C=N1)CC(O)(P(=O)(O)O)P(=O)(O)O. Drug 2: CC(C)(C#N)C1=CC(=CC(=C1)CN2C=NC=N2)C(C)(C)C#N. Cell line: HCT-15. Synergy scores: CSS=5.26, Synergy_ZIP=5.37, Synergy_Bliss=12.0, Synergy_Loewe=5.81, Synergy_HSA=6.72. (7) Drug 1: CC(C1=C(C=CC(=C1Cl)F)Cl)OC2=C(N=CC(=C2)C3=CN(N=C3)C4CCNCC4)N. Drug 2: CC1CCC2CC(C(=CC=CC=CC(CC(C(=O)C(C(C(=CC(C(=O)CC(OC(=O)C3CCCCN3C(=O)C(=O)C1(O2)O)C(C)CC4CCC(C(C4)OC)O)C)C)O)OC)C)C)C)OC. Cell line: MDA-MB-231. Synergy scores: CSS=30.4, Synergy_ZIP=3.04, Synergy_Bliss=4.43, Synergy_Loewe=0.463, Synergy_HSA=7.81. (8) Drug 1: CC1=C2C(C(=O)C3(C(CC4C(C3C(C(C2(C)C)(CC1OC(=O)C(C(C5=CC=CC=C5)NC(=O)C6=CC=CC=C6)O)O)OC(=O)C7=CC=CC=C7)(CO4)OC(=O)C)O)C)OC(=O)C. Drug 2: COC1=C2C(=CC3=C1OC=C3)C=CC(=O)O2. Cell line: A549. Synergy scores: CSS=24.2, Synergy_ZIP=-4.13, Synergy_Bliss=-9.05, Synergy_Loewe=-30.6, Synergy_HSA=-8.39.